From a dataset of Reaction yield outcomes from USPTO patents with 853,638 reactions. Predict the reaction yield, written as a fraction of the theoretical maximum amount of product (1.0 means a 100% yield; for example, 0.34 means a 34% yield). (1) The reactants are [NH2:1][C:2]1[CH:9]=[CH:8][C:7]([Cl:10])=[CH:6][C:3]=1[C:4]#[N:5].Cl[C:12]([O:14][CH3:15])=[O:13].C([O-])(O)=O.[Na+]. The catalyst is CC(=O)CC. The product is [Cl:10][C:7]1[CH:8]=[CH:9][C:2]([NH:1][C:12](=[O:13])[O:14][CH3:15])=[C:3]([C:4]#[N:5])[CH:6]=1. The yield is 0.970. (2) The reactants are [CH3:1][O:2][CH2:3][C:4]1[N:9]=[C:8]([CH2:10][CH2:11][CH3:12])[NH:7][C:6](=[O:13])[CH:5]=1.Br[CH2:15][C:16]1[CH:21]=[CH:20][C:19]([C:22]2[C:23]([C:28]#[N:29])=[CH:24][CH:25]=[CH:26][CH:27]=2)=[CH:18][CH:17]=1.C(=O)([O-])[O-].[K+].[K+]. The catalyst is C(#N)C.C(OCC)(=O)C. The product is [CH3:1][O:2][CH2:3][C:4]1[N:9]=[C:8]([CH2:10][CH2:11][CH3:12])[N:7]([CH2:15][C:16]2[CH:17]=[CH:18][C:19]([C:22]3[C:23]([C:28]#[N:29])=[CH:24][CH:25]=[CH:26][CH:27]=3)=[CH:20][CH:21]=2)[C:6](=[O:13])[CH:5]=1. The yield is 0.430. (3) The reactants are [OH:1][CH2:2][C:3]1([NH:6][C:7](=[O:13])[O:8][C:9]([CH3:12])([CH3:11])[CH3:10])[CH2:5][CH2:4]1.CC(OI1(OC(C)=O)(OC(C)=O)OC(=O)C2C=CC=CC1=2)=O. The catalyst is C(Cl)Cl. The product is [CH:2]([C:3]1([NH:6][C:7](=[O:13])[O:8][C:9]([CH3:11])([CH3:10])[CH3:12])[CH2:5][CH2:4]1)=[O:1]. The yield is 0.870. (4) The reactants are Br[C:2]1[C:3]([NH2:9])=[N:4][CH:5]=[C:6]([Br:8])[N:7]=1.[CH3:10][C:11]1([CH3:18])[O:15][CH:14](NC)[CH2:13][O:12]1.[CH:19]([N:22](CC)C(C)C)(C)C.O1CCOCC1. The catalyst is C(OC(=O)C)C. The product is [Br:8][C:6]1[N:7]=[C:2]([NH:22][CH2:19][CH:14]2[CH2:13][O:12][C:11]([CH3:10])([CH3:18])[O:15]2)[C:3]([NH2:9])=[N:4][CH:5]=1. The yield is 0.930. (5) The reactants are NCC1C=NC=CC=1.[NH2:9][CH2:10][C:11]1[CH:16]=[N:15][C:14]([CH3:17])=[CH:13][N:12]=1.[F:18][C:19]1[CH:40]=[CH:39][C:22]([CH2:23][N:24]2[C:28](=[O:29])[N:27]([C:30]3[S:34][C:33]([C:35](O)=[O:36])=[C:32]([CH3:38])[CH:31]=3)[CH:26]=[N:25]2)=[CH:21][CH:20]=1. No catalyst specified. The product is [F:18][C:19]1[CH:40]=[CH:39][C:22]([CH2:23][N:24]2[C:28](=[O:29])[N:27]([C:30]3[S:34][C:33]([C:35]([NH:9][CH2:10][C:11]4[CH:16]=[N:15][C:14]([CH3:17])=[CH:13][N:12]=4)=[O:36])=[C:32]([CH3:38])[CH:31]=3)[CH:26]=[N:25]2)=[CH:21][CH:20]=1. The yield is 0.760.